From a dataset of Forward reaction prediction with 1.9M reactions from USPTO patents (1976-2016). Predict the product of the given reaction. (1) The product is: [CH2:19]([N:16]1[CH2:17][CH2:18][C:13]2([CH2:12][CH:11]3[C:6]([CH2:5][OH:4])([CH2:7][CH:8]([C:28]([O:30][CH2:31][C:32]4[CH:33]=[CH:34][CH:35]=[CH:36][CH:37]=4)=[O:29])[CH2:9][C:10]3=[O:27])[O:26]2)[CH2:14][CH2:15]1)[N:20]1[CH:21]=[CH:22][N:23]=[CH:24][CH2:25]1. Given the reactants C([O:4][CH2:5][C:6]12[O:26][C:13]3([CH2:18][CH2:17][N:16]([CH2:19][N:20]4[CH:25]=[CH:24][N:23]=[CH:22][CH2:21]4)[CH2:15][CH2:14]3)[CH2:12][CH:11]1[C:10](=[O:27])[CH2:9][CH:8]([C:28]([O:30][CH2:31][C:32]1[CH:37]=[CH:36][CH:35]=[CH:34][CH:33]=1)=[O:29])[CH2:7]2)(=O)C.O.NN, predict the reaction product. (2) Given the reactants C([Li])CCC.[C:6]([C:10]1[O:11][CH:12]=[CH:13][CH:14]=1)([CH3:9])([CH3:8])[CH3:7].[C:15](=[O:17])=[O:16], predict the reaction product. The product is: [C:6]([C:10]1[O:11][C:12]([C:15]([OH:17])=[O:16])=[CH:13][CH:14]=1)([CH3:9])([CH3:8])[CH3:7]. (3) Given the reactants [NH:1]1[CH2:6][CH2:5][CH:4]([OH:7])[CH2:3][CH2:2]1.Br[C:9]1[S:13][C:12]([NH2:14])=[N:11][N:10]=1, predict the reaction product. The product is: [NH2:14][C:12]1[S:13][C:9]([N:1]2[CH2:6][CH2:5][CH:4]([OH:7])[CH2:3][CH2:2]2)=[N:10][N:11]=1. (4) The product is: [Cl:1][C:2]1[CH:7]=[CH:6][N:5]=[C:4]([C:15]([NH:14][CH3:13])=[O:16])[CH:3]=1. Given the reactants [Cl:1][C:2]1[CH:7]=[CH:6][N:5]=[CH:4][CH:3]=1.OS(O)(=O)=O.[CH3:13][NH:14][CH:15]=[O:16], predict the reaction product. (5) Given the reactants [Cl:1][C:2]1[CH:3]=[C:4]([N:10]2[C:14]([CH3:15])=[C:13]([CH2:16][C:17]3[CH:22]=[CH:21][C:20]([C:23]4[O:27][C:26]([C:28](OC)=[O:29])=[N:25][N:24]=4)=[CH:19][CH:18]=3)[C:12]([CH3:32])=[N:11]2)[CH:5]=[CH:6][C:7]=1[C:8]#[N:9].[NH2:33][CH2:34][CH2:35][OH:36], predict the reaction product. The product is: [Cl:1][C:2]1[CH:3]=[C:4]([N:10]2[C:14]([CH3:15])=[C:13]([CH2:16][C:17]3[CH:22]=[CH:21][C:20]([C:23]4[O:27][C:26]([C:28]([NH:33][CH2:34][CH2:35][OH:36])=[O:29])=[N:25][N:24]=4)=[CH:19][CH:18]=3)[C:12]([CH3:32])=[N:11]2)[CH:5]=[CH:6][C:7]=1[C:8]#[N:9]. (6) Given the reactants C(N(CC)CC)C.[C:8](Cl)(=[O:13])[CH2:9][CH:10]([CH3:12])[CH3:11].[CH2:15]([O:22][C:23]1[C:24]([CH3:32])=[C:25]([CH3:31])[C:26]([NH2:30])=[N:27][C:28]=1[CH3:29])[C:16]1[CH:21]=[CH:20][CH:19]=[CH:18][CH:17]=1, predict the reaction product. The product is: [CH2:15]([O:22][C:23]1[C:24]([CH3:32])=[C:25]([CH3:31])[C:26]([NH:30][C:8](=[O:13])[CH2:9][CH:10]([CH3:12])[CH3:11])=[N:27][C:28]=1[CH3:29])[C:16]1[CH:17]=[CH:18][CH:19]=[CH:20][CH:21]=1. (7) Given the reactants [Cl:1][C:2]1[CH:3]=[C:4]([C:9]2([C:22]([F:25])([F:24])[F:23])[O:13][N:12]=[C:11]([C:14]3[CH:15]=[CH:16][C:17]([CH3:21])=[C:18]([CH:20]=3)[NH2:19])[CH2:10]2)[CH:5]=[C:6]([Cl:8])[CH:7]=1.[C:26]([C:34]1[CH:42]=[CH:41][C:37]([C:38](O)=[O:39])=[CH:36][CH:35]=1)(=[O:33])[C:27]1[CH:32]=[CH:31][CH:30]=[CH:29][CH:28]=1.Cl.C(N(CC)CCCN=C=NCC)C.C(=O)([O-])O.[Na+], predict the reaction product. The product is: [Cl:1][C:2]1[CH:3]=[C:4]([C:9]2([C:22]([F:23])([F:25])[F:24])[O:13][N:12]=[C:11]([C:14]3[CH:15]=[CH:16][C:17]([CH3:21])=[C:18]([NH:19][C:38](=[O:39])[C:37]4[CH:36]=[CH:35][C:34]([C:26](=[O:33])[C:27]5[CH:32]=[CH:31][CH:30]=[CH:29][CH:28]=5)=[CH:42][CH:41]=4)[CH:20]=3)[CH2:10]2)[CH:5]=[C:6]([Cl:8])[CH:7]=1. (8) Given the reactants [CH2:1]([Mg]Br)[CH3:2].[Br:5][C:6]1[CH:13]=[C:12]([F:14])[CH:11]=[CH:10][C:7]=1[C:8]#[N:9].B(F)(F)F.CCOCC.Cl, predict the reaction product. The product is: [Br:5][C:6]1[CH:13]=[C:12]([F:14])[CH:11]=[CH:10][C:7]=1[C:8]1([NH2:9])[CH2:2][CH2:1]1.